This data is from Reaction yield outcomes from USPTO patents with 853,638 reactions. The task is: Predict the reaction yield, written as a fraction of the theoretical maximum amount of product (1.0 means a 100% yield; for example, 0.34 means a 34% yield). (1) The reactants are [CH3:1][O:2][C:3]1[C:8]([O:9][CH3:10])=[C:7]([O:11][CH3:12])[CH:6]=[CH:5][C:4]=1[CH2:13][CH2:14][C:15]([OH:17])=O.[CH3:18][C:19]1(C)[O:26]C(=O)C[C:21](=O)[O:20]1.C1CCC(N=C=NC2CCCCC2)CC1. The catalyst is C(Cl)Cl.CN(C1C=CN=CC=1)C. The product is [CH3:1][O:2][C:3]1[C:8]([O:9][CH3:10])=[C:7]([O:11][CH3:12])[CH:6]=[CH:5][C:4]=1[CH2:13][CH2:14][C:15](=[O:17])[CH2:18][C:19]([O:20][CH3:21])=[O:26]. The yield is 0.850. (2) The reactants are [C:1]([O:5][C:6]([NH:8][CH2:9][C:10]1[CH:15]=[CH:14][C:13]([NH2:16])=[CH:12][CH:11]=1)=[O:7])([CH3:4])([CH3:3])[CH3:2].C(N(CC)CC)C.[CH3:24][S:25](Cl)(=[O:27])=[O:26].Cl. The catalyst is ClCCl.O. The product is [C:1]([O:5][C:6](=[O:7])[NH:8][CH2:9][C:10]1[CH:15]=[CH:14][C:13]([NH:16][S:25]([CH3:24])(=[O:27])=[O:26])=[CH:12][CH:11]=1)([CH3:4])([CH3:2])[CH3:3]. The yield is 0.950. (3) The reactants are C[C:2]([N:5]([CH2:9][C:10]1[CH:15]=[CH:14][C:13]([F:16])=[C:12]([Br:17])[CH:11]=1)C(=O)[O-])(C)C.B.C1COCC1. The catalyst is C1COCC1. The product is [Br:17][C:12]1[CH:11]=[C:10]([CH2:9][NH:5][CH3:2])[CH:15]=[CH:14][C:13]=1[F:16]. The yield is 0.960. (4) The reactants are [Cl:1][C:2]1[CH:7]=[C:6](B(O)O)[CH:5]=[CH:4][N:3]=1.Br[C:12]1[CH:42]=[CH:41][C:15]2[N:16]([C:19]3[S:23][C:22]([C:24]([O:26][CH3:27])=[O:25])=[C:21]([O:28][C@@H:29]([C:31]4[CH:36]=[CH:35][CH:34]=[CH:33][C:32]=4[C:37]([F:40])([F:39])[F:38])[CH3:30])[CH:20]=3)[CH:17]=[N:18][C:14]=2[CH:13]=1.C(=O)([O-])[O-].[Na+].[Na+]. The catalyst is CN(C)C(=O)C.Cl[Pd]Cl.C1(P(C2C=CC=CC=2)[C-]2C=CC=C2)C=CC=CC=1.[C-]1(P(C2C=CC=CC=2)C2C=CC=CC=2)C=CC=C1.[Fe+2]. The product is [Cl:1][C:2]1[CH:7]=[C:6]([C:12]2[CH:42]=[CH:41][C:15]3[N:16]([C:19]4[S:23][C:22]([C:24]([O:26][CH3:27])=[O:25])=[C:21]([O:28][C@@H:29]([C:31]5[CH:36]=[CH:35][CH:34]=[CH:33][C:32]=5[C:37]([F:40])([F:39])[F:38])[CH3:30])[CH:20]=4)[CH:17]=[N:18][C:14]=3[CH:13]=2)[CH:5]=[CH:4][N:3]=1. The yield is 0.440. (5) The reactants are Br[C:2]1[CH:3]=[C:4]2[C:9](=[CH:10][CH:11]=1)[CH:8]=[CH:7][CH:6]=[CH:5]2.ClCCl.[C:15]([O-])(=O)[CH3:16].[K+].Br[C:21]1[C:29]2[C:24](=[CH:25][CH:26]=[C:27]([C:30]#[N:31])[CH:28]=2)[N:23]([CH:32]2[CH2:37][CH2:36][CH2:35][CH2:34][O:33]2)[N:22]=1.[C:38](=[O:41])([O-])[O-].[K+].[K+]. The catalyst is CN(C)C=O.C(OCC)(=O)C. The product is [CH3:29][C@H:24]1[CH2:25][CH2:26][CH2:27][C@@H:15]([CH3:16])[N:23]1[CH2:32][CH2:38][O:41][C:26]1[CH:25]=[C:24]2[C:29]([C:21]([C:2]3[CH:11]=[CH:10][C:9]4[C:4](=[CH:5][CH:6]=[CH:7][CH:8]=4)[CH:3]=3)=[N:22][N:23]2[CH:32]2[CH2:37][CH2:36][CH2:35][CH2:34][O:33]2)=[CH:28][C:27]=1[C:30]#[N:31]. The yield is 0.640. (6) The reactants are O[C:2]1[C:3]([NH:11][C:12]([C:14]2[CH:19]=[CH:18][CH:17]=[C:16]([N+:20]([O-:22])=[O:21])[CH:15]=2)=[O:13])=[C:4]([CH:8]=[CH:9][CH:10]=1)[C:5]([OH:7])=[O:6].CC1C=CC(S(O)(=O)=O)=CC=1. The catalyst is C1(C)C=CC=CC=1. The product is [N+:20]([C:16]1[CH:15]=[C:14]([C:12]2[O:13][C:2]3[C:3](=[C:4]([C:5]([OH:7])=[O:6])[CH:8]=[CH:9][CH:10]=3)[N:11]=2)[CH:19]=[CH:18][CH:17]=1)([O-:22])=[O:21]. The yield is 0.830. (7) The reactants are [Br:1][C:2]1[CH:3]=[C:4]([CH:17]=[CH:18][C:19]=1[Cl:20])[C:5]([N:7]([C:9]1[CH:14]=[CH:13][CH:12]=[CH:11][C:10]=1[O:15]C)[CH3:8])=[O:6].B(Br)(Br)Br. The catalyst is C(Cl)Cl. The product is [Br:1][C:2]1[CH:3]=[C:4]([CH:17]=[CH:18][C:19]=1[Cl:20])[C:5]([N:7]([C:9]1[CH:14]=[CH:13][CH:12]=[CH:11][C:10]=1[OH:15])[CH3:8])=[O:6]. The yield is 0.930. (8) The reactants are [CH2:1]([C:5]1[N:10]2[N:11]=[CH:12][N:13]=[C:9]2[NH:8][C:7](=[O:14])[C:6]=1[CH2:15][C:16]1[CH:21]=[CH:20][C:19]([C:22]2[C:23]([C:28]#[N:29])=[CH:24][CH:25]=[CH:26][CH:27]=2)=[CH:18][CH:17]=1)[CH2:2][CH2:3][CH3:4].[CH3:30][CH:31]([O:33][C:34]1[CH:39]=[CH:38][C:37](B(O)O)=[CH:36][CH:35]=1)[CH3:32].C(N(CC)CC)C.N1C=CC=CC=1. The catalyst is ClCCl.C(OCC)(=O)C.C([O-])(=O)C.[Cu+2].C([O-])(=O)C. The product is [CH3:30][CH:31]([O:33][C:34]1[CH:39]=[CH:38][C:37]([N:8]2[C:7](=[O:14])[C:6]([CH2:15][C:16]3[CH:21]=[CH:20][C:19]([C:22]4[C:23]([C:28]#[N:29])=[CH:24][CH:25]=[CH:26][CH:27]=4)=[CH:18][CH:17]=3)=[C:5]([CH2:1][CH2:2][CH2:3][CH3:4])[N:10]3[N:11]=[CH:12][N:13]=[C:9]23)=[CH:36][CH:35]=1)[CH3:32]. The yield is 1.00.